Predict the reactants needed to synthesize the given product. From a dataset of Full USPTO retrosynthesis dataset with 1.9M reactions from patents (1976-2016). The reactants are: C(OC(=O)[NH:7][C:8]1([C:12]2[CH:17]=[CH:16][C:15]([C:18]3[N:19]=[C:20]4[CH:25]=[CH:24][C:23]([O:26][CH2:27][CH3:28])=[CH:22][N:21]4[C:29]=3[C:30]3[CH:35]=[CH:34][CH:33]=[CH:32][CH:31]=3)=[CH:14][CH:13]=2)[CH2:11][CH2:10][CH2:9]1)(C)(C)C.Cl.O1CCOCC1. Given the product [CH2:27]([O:26][C:23]1[CH:24]=[CH:25][C:20]2[N:21]([C:29]([C:30]3[CH:31]=[CH:32][CH:33]=[CH:34][CH:35]=3)=[C:18]([C:15]3[CH:16]=[CH:17][C:12]([C:8]4([NH2:7])[CH2:9][CH2:10][CH2:11]4)=[CH:13][CH:14]=3)[N:19]=2)[CH:22]=1)[CH3:28], predict the reactants needed to synthesize it.